From a dataset of NCI-60 drug combinations with 297,098 pairs across 59 cell lines. Regression. Given two drug SMILES strings and cell line genomic features, predict the synergy score measuring deviation from expected non-interaction effect. (1) Drug 1: CC1=CC=C(C=C1)C2=CC(=NN2C3=CC=C(C=C3)S(=O)(=O)N)C(F)(F)F. Synergy scores: CSS=-4.45, Synergy_ZIP=2.27, Synergy_Bliss=0.140, Synergy_Loewe=-5.06, Synergy_HSA=-4.29. Drug 2: CC(C)(C#N)C1=CC(=CC(=C1)CN2C=NC=N2)C(C)(C)C#N. Cell line: A549. (2) Drug 1: COC1=CC(=CC(=C1O)OC)C2C3C(COC3=O)C(C4=CC5=C(C=C24)OCO5)OC6C(C(C7C(O6)COC(O7)C8=CC=CS8)O)O. Drug 2: CN(C)C1=NC(=NC(=N1)N(C)C)N(C)C. Cell line: ACHN. Synergy scores: CSS=61.0, Synergy_ZIP=6.98, Synergy_Bliss=5.31, Synergy_Loewe=-55.3, Synergy_HSA=2.66.